From a dataset of CYP2C19 inhibition data for predicting drug metabolism from PubChem BioAssay. Regression/Classification. Given a drug SMILES string, predict its absorption, distribution, metabolism, or excretion properties. Task type varies by dataset: regression for continuous measurements (e.g., permeability, clearance, half-life) or binary classification for categorical outcomes (e.g., BBB penetration, CYP inhibition). Dataset: cyp2c19_veith. (1) The drug is Cc1cccc(NC(=O)CSc2nc(-c3ccccc3)c(C#N)c(=O)[nH]2)c1C. The result is 1 (inhibitor). (2) The compound is Cc1ccc(O)c(C(=O)c2cc(C#N)c(=O)n(-c3c(C)n(C)n(-c4ccccc4)c3=O)c2)c1. The result is 0 (non-inhibitor). (3) The drug is Cc1cc(C)cc(NC(=O)CCc2nc3ccccc3[nH]2)c1. The result is 1 (inhibitor).